Dataset: Catalyst prediction with 721,799 reactions and 888 catalyst types from USPTO. Task: Predict which catalyst facilitates the given reaction. (1) Reactant: O=[C:2]([CH:8]([CH3:10])[CH3:9])[CH2:3][C:4]([O:6][CH3:7])=[O:5].C([O-])(=O)C.[NH4+:15]. Product: [C:4]([OH:6])(=[O:5])[CH3:3].[NH2:15][CH:2]([CH:8]([CH3:10])[CH3:9])[CH2:3][C:4]([O:6][CH3:7])=[O:5]. The catalyst class is: 5. (2) Reactant: [CH3:1][S:2]([C:5]1[CH:20]=[CH:19][C:8]([O:9][C:10]2[CH:15]=[CH:14][C:13]([N+:16]([O-])=O)=[CH:12][CH:11]=2)=[CH:7][CH:6]=1)(=[O:4])=[O:3]. Product: [CH3:1][S:2]([C:5]1[CH:20]=[CH:19][C:8]([O:9][C:10]2[CH:15]=[CH:14][C:13]([NH2:16])=[CH:12][CH:11]=2)=[CH:7][CH:6]=1)(=[O:3])=[O:4]. The catalyst class is: 381.